This data is from Catalyst prediction with 721,799 reactions and 888 catalyst types from USPTO. The task is: Predict which catalyst facilitates the given reaction. (1) Product: [Cl:22][C:23]1[C:31]2[C:26](=[CH:27][CH:28]=[C:29]([NH:32][C:17]([C:10]3[CH:9]([C:6]4[CH:5]=[CH:4][C:3]([C:2]([F:20])([F:21])[F:1])=[CH:8][CH:7]=4)[CH2:14][C:13](=[O:15])[NH:12][C:11]=3[CH3:16])=[O:18])[CH:30]=2)[NH:25][N:24]=1. The catalyst class is: 3. Reactant: [F:1][C:2]([F:21])([F:20])[C:3]1[CH:8]=[CH:7][C:6]([CH:9]2[CH2:14][C:13](=[O:15])[NH:12][C:11]([CH3:16])=[C:10]2[C:17](O)=[O:18])=[CH:5][CH:4]=1.[Cl:22][C:23]1[C:31]2[C:26](=[CH:27][CH:28]=[C:29]([NH2:32])[CH:30]=2)[NH:25][N:24]=1.N=C=N. (2) Reactant: [CH3:1][N:2]1[CH2:17][CH:16]([C:18]2[CH:23]=[CH:22][CH:21]=[CH:20][CH:19]=2)[C:4]2([CH2:8][N:7](C(OC(C)(C)C)=O)[CH2:6][CH2:5]2)[C:3]1=[O:24].C(O)(C(F)(F)F)=O. Product: [CH3:1][N:2]1[CH2:17][CH:16]([C:18]2[CH:23]=[CH:22][CH:21]=[CH:20][CH:19]=2)[C:4]2([CH2:5][CH2:6][NH:7][CH2:8]2)[C:3]1=[O:24]. The catalyst class is: 2. (3) Reactant: Br[C:2]1[CH:15]=[CH:14][C:13]2[C:4](=[C:5]([C:27]3[CH:36]=[CH:35][C:34]4[C:29](=[CH:30][CH:31]=[CH:32][CH:33]=4)[CH:28]=3)[C:6]3[C:11]([C:12]=2[C:16]2[CH:25]=[CH:24][C:23]4[C:18](=[CH:19][CH:20]=[CH:21][CH:22]=4)[CH:17]=2)=[CH:10][C:9](Br)=[CH:8][CH:7]=3)[CH:3]=1.[C:37]1([C:43]2[N:47]([C:48]3[CH:53]=[CH:52][C:51](B(O)O)=[CH:50][CH:49]=3)[C:46]3[CH:57]=[CH:58][CH:59]=[CH:60][C:45]=3[N:44]=2)[CH:42]=[CH:41][CH:40]=[CH:39][CH:38]=1.C(=O)([O-])[O-].[Na+].[Na+]. Product: [C:37]1([C:43]2[N:47]([C:48]3[CH:53]=[CH:52][C:51]([C:2]4[CH:15]=[CH:14][C:13]5[C:4](=[C:5]([C:27]6[CH:36]=[CH:35][C:34]7[C:29](=[CH:30][CH:31]=[CH:32][CH:33]=7)[CH:28]=6)[C:6]6[C:11]([C:12]=5[C:16]5[CH:25]=[CH:24][C:23]7[C:18](=[CH:19][CH:20]=[CH:21][CH:22]=7)[CH:17]=5)=[CH:10][C:9]([C:51]5[CH:50]=[CH:49][C:48]([N:47]7[C:46]8[CH:57]=[CH:58][CH:59]=[CH:60][C:45]=8[N:44]=[C:43]7[C:37]7[CH:42]=[CH:41][CH:40]=[CH:39][CH:38]=7)=[CH:53][CH:52]=5)=[CH:8][CH:7]=6)[CH:3]=4)=[CH:50][CH:49]=3)[C:46]3[CH:57]=[CH:58][CH:59]=[CH:60][C:45]=3[N:44]=2)[CH:42]=[CH:41][CH:40]=[CH:39][CH:38]=1. The catalyst class is: 276. (4) Product: [Br:1][C:2]1[CH:7]=[CH:6][C:5]([C:8](=[O:12])[CH2:9][CH2:10][P:14]([CH3:13])(=[O:18])[O:15][CH2:16][CH3:17])=[CH:4][CH:3]=1. The catalyst class is: 11. Reactant: [Br:1][C:2]1[CH:7]=[CH:6][C:5]([C:8](=[O:12])[CH2:9][CH2:10]Cl)=[CH:4][CH:3]=1.[CH3:13][P:14]([O:18]CC)[O:15][CH2:16][CH3:17].